The task is: Predict which catalyst facilitates the given reaction.. This data is from Catalyst prediction with 721,799 reactions and 888 catalyst types from USPTO. (1) Product: [Cl:1][C:2]1[CH:3]=[C:4]2[C:10]([CH:11]3[CH:12]=[N:13][CH:14]=[N:15][CH2:16]3)=[C:9]([C:33]3[CH:32]=[N:35][C:29]([N:22]4[CH2:23][CH2:24][N:19]([CH3:18])[CH2:20][CH2:21]4)=[CH:26][CH:27]=3)[NH:8][C:5]2=[N:6][CH:7]=1. Reactant: [Cl:1][C:2]1[CH:3]=[C:4]2[C:10]([C:11]3[CH:12]=[N:13][CH:14]=[N:15][CH:16]=3)=[C:9](I)[NH:8][C:5]2=[N:6][CH:7]=1.[CH3:18][N:19]1[CH2:24][CH2:23][NH:22][CH2:21][CH2:20]1.C[C:26]([CH3:29])([O-])[CH3:27].[K+].[Cl-].[CH:32]([N+:35]1C=CN(C(C)C)C=1)(C)[CH3:33]. The catalyst class is: 62. (2) Product: [CH3:24][O:23][C:20]1[CH:21]=[CH:22][C:8]2[CH2:7][CH2:6][C:12](=[O:13])[CH2:11][CH2:10][C:9]=2[CH:19]=1. The catalyst class is: 8. Reactant: C(OC([CH:6]1[C:12](=[O:13])[CH:11](C(OCC)=O)[CH2:10][C:9]2[CH:19]=[C:20]([O:23][CH3:24])[CH:21]=[CH:22][C:8]=2[CH2:7]1)=O)C.[OH-].[K+].O. (3) Reactant: [NH2:1][C:2]1[N:7]=[CH:6][C:5](/[CH:8]=[CH:9]/[C:10]([N:12]([CH2:14][C:15]2[S:19][C:18]3[CH:20]=[CH:21][CH:22]=[C:23]([F:24])[C:17]=3[C:16]=2[Cl:25])[CH3:13])=[O:11])=[CH:4][CH:3]=1.Cl. Product: [ClH:25].[NH2:1][C:2]1[N:7]=[CH:6][C:5](/[CH:8]=[CH:9]/[C:10]([N:12]([CH2:14][C:15]2[S:19][C:18]3[CH:20]=[CH:21][CH:22]=[C:23]([F:24])[C:17]=3[C:16]=2[Cl:25])[CH3:13])=[O:11])=[CH:4][CH:3]=1. The catalyst class is: 158. (4) Reactant: CS(O[CH2:6][CH2:7][CH2:8][C:9]1[C:33]([O:34][CH3:35])=[CH:32][C:12]2[C@@H:13]([C:26]3[CH:31]=[CH:30][CH:29]=[CH:28][CH:27]=3)[NH:14][C@@:15]([CH2:22][CH2:23][CH2:24][CH3:25])([CH2:20][CH3:21])[CH2:16][S:17](=[O:19])(=[O:18])[C:11]=2[CH:10]=1)(=O)=O.[C-:36]#[N:37].[Na+]. Product: [CH2:22]([C@@:15]1([CH2:20][CH3:21])[NH:14][C@H:13]([C:26]2[CH:27]=[CH:28][CH:29]=[CH:30][CH:31]=2)[C:12]2[CH:32]=[C:33]([O:34][CH3:35])[C:9]([CH2:8][CH2:7][CH2:6][C:36]#[N:37])=[CH:10][C:11]=2[S:17](=[O:18])(=[O:19])[CH2:16]1)[CH2:23][CH2:24][CH3:25]. The catalyst class is: 16. (5) Reactant: C([O:8][C:9](=[O:36])[C@@H:10]([NH:26][C@H:27]([C:29]([O:31][C:32]([CH3:35])([CH3:34])[CH3:33])=[O:30])[CH3:28])[CH2:11][C:12]1[CH:17]=[CH:16][C:15]([C:18]2[CH:23]=[C:22]([Cl:24])[CH:21]=[CH:20][C:19]=2[Cl:25])=[CH:14][CH:13]=1)C1C=CC=CC=1. Product: [C:32]([O:31][C:29]([C@@H:27]([NH:26][C@@H:10]([CH2:11][C:12]1[CH:13]=[CH:14][C:15]([C:18]2[CH:23]=[C:22]([Cl:24])[CH:21]=[CH:20][C:19]=2[Cl:25])=[CH:16][CH:17]=1)[C:9]([OH:36])=[O:8])[CH3:28])=[O:30])([CH3:33])([CH3:34])[CH3:35]. The catalyst class is: 582. (6) The catalyst class is: 41. Reactant: [NH2:1][C:2]1[CH:7]=[CH:6][C:5]([N:8]2[CH:13]=[CH:12][CH:11]=[CH:10][C:9]2=[O:14])=[CH:4][CH:3]=1.Cl[C:16]1[N:21]=[CH:20][C:19](/[CH:22]=[CH:23]/[C:24]2[CH:25]=[C:26]([CH:31]=[C:32]([O:35][CH3:36])[C:33]=2[F:34])[C:27]([O:29][CH3:30])=[O:28])=[CH:18][N:17]=1.O.CC1C=CC(S(O)(=O)=O)=CC=1. Product: [F:34][C:33]1[C:24](/[CH:23]=[CH:22]/[C:19]2[CH:20]=[N:21][C:16]([NH:1][C:2]3[CH:7]=[CH:6][C:5]([N:8]4[CH:13]=[CH:12][CH:11]=[CH:10][C:9]4=[O:14])=[CH:4][CH:3]=3)=[N:17][CH:18]=2)=[CH:25][C:26]([C:27]([O:29][CH3:30])=[O:28])=[CH:31][C:32]=1[O:35][CH3:36]. (7) Reactant: [Cl:1][C:2]1[CH:41]=[CH:40][C:5]([CH2:6][C@@H:7]([NH:28][C@@H:29]2[CH2:34][CH2:33][C@H:32](NCC(N)=O)[CH2:31][CH2:30]2)[C:8]([N:10]2[CH2:15][CH2:14][C:13]([CH:22]3[CH2:27][CH2:26][CH2:25][CH2:24][CH2:23]3)([CH2:16][N:17]3[CH:21]=[N:20][CH:19]=[N:18]3)[CH2:12][CH2:11]2)=[O:9])=[CH:4][CH:3]=1.Cl. Product: [ClH:1].[Cl:1][C:2]1[CH:3]=[CH:4][C:5]([CH2:6][C@@H:7]([NH:28][C@@H:29]2[CH2:34][CH2:33][C@H:32]([NH:10][C:8](=[O:9])[CH2:7][NH2:28])[CH2:31][CH2:30]2)[C:8]([N:10]2[CH2:15][CH2:14][C:13]([CH:22]3[CH2:27][CH2:26][CH2:25][CH2:24][CH2:23]3)([CH2:16][N:17]3[CH:21]=[N:20][CH:19]=[N:18]3)[CH2:12][CH2:11]2)=[O:9])=[CH:40][CH:41]=1. The catalyst class is: 268.